From a dataset of Full USPTO retrosynthesis dataset with 1.9M reactions from patents (1976-2016). Predict the reactants needed to synthesize the given product. (1) Given the product [ClH:54].[ClH:54].[ClH:54].[NH2:29][CH2:28][C:24]1[CH:23]=[C:22]([CH:19]2[CH2:18][CH2:17][N:16]([C:14]([C:12]3[CH:11]=[N:10][CH:9]=[C:8]([NH:7][CH2:44][C:45]4[CH:50]=[CH:49][C:48]([Br:51])=[CH:47][C:46]=4[F:52])[CH:13]=3)=[O:15])[CH2:21][CH2:20]2)[CH:27]=[CH:26][CH:25]=1, predict the reactants needed to synthesize it. The reactants are: CC(OC(=O)[N:7]([CH2:44][C:45]1[CH:50]=[CH:49][C:48]([Br:51])=[CH:47][C:46]=1[F:52])[C:8]1[CH:9]=[N:10][CH:11]=[C:12]([C:14]([N:16]2[CH2:21][CH2:20][CH:19]([C:22]3[CH:27]=[CH:26][CH:25]=[C:24]([CH2:28][N:29](C(OC(C)(C)C)=O)C(OC(C)(C)C)=O)[CH:23]=3)[CH2:18][CH2:17]2)=[O:15])[CH:13]=1)(C)C.[ClH:54].O1CCOCC1.CCOCC. (2) Given the product [CH3:66][O:65][C:64](=[O:67])[NH:63][C@@H:59]([CH:60]([CH3:62])[CH3:61])[C:58]([N:54]1[CH2:55][CH2:56][CH2:57][C@H:53]1[C:51]1[NH:50][C:49]2[CH:69]=[C:45]([C:42]3[CH:41]=[CH:40][C:39]4[C:38]5[C:33](=[CH:34][C:35]([C:70]6[NH:74][C:73]([C@@H:75]7[CH2:79][CH2:78][CH2:77][N:76]7[C:87](=[O:88])[C@@H:86]([NH:85][C:83]([O:82][CH3:81])=[O:84])[CH:90]7[CH2:95][CH2:94][O:93][CH2:92][CH2:91]7)=[N:72][CH:71]=6)=[CH:36][CH:37]=5)[C:32]([F:31])([F:80])[C:44]=4[CH:43]=3)[CH:46]=[CH:47][C:48]=2[N:52]=1)=[O:68], predict the reactants needed to synthesize it. The reactants are: COC(N[C@@H](C(C)C)C(N1CC(=O)C[C@H]1C(OCC1C=CC=CC=1)=O)=O)=O.Cl.Cl.Cl.[F:31][C:32]1([F:80])[C:44]2[CH:43]=[C:42]([C:45]3[CH:46]=[CH:47][C:48]4[N:52]=[C:51]([C@@H:53]5[CH2:57][CH2:56][CH2:55][N:54]5[C:58](=[O:68])[C@@H:59]([NH:63][C:64](=[O:67])[O:65][CH3:66])[CH:60]([CH3:62])[CH3:61])[NH:50][C:49]=4[CH:69]=3)[CH:41]=[CH:40][C:39]=2[C:38]2[C:33]1=[CH:34][C:35]([C:70]1[NH:74][C:73]([C@@H:75]3[CH2:79][CH2:78][CH2:77][NH:76]3)=[N:72][CH:71]=1)=[CH:36][CH:37]=2.[CH3:81][O:82][C:83]([NH:85][C@@H:86]([CH:90]1[CH2:95][CH2:94][O:93][CH2:92][CH2:91]1)[C:87](O)=[O:88])=[O:84].Cl.O=C1CN[C@H](C(OCC2C=CC=CC=2)=O)C1.COC(N[C@@H](C(C)C)C(O)=O)=O. (3) Given the product [N:18]1[CH:19]=[CH:20][CH:21]=[CH:22][C:17]=1[N:3]1[C:4](=[O:15])[C:5]2[C@@H:6]3[C:11]([CH3:12])([CH3:13])[C@@:9]([CH3:14])([CH2:8][CH2:7]3)[C:10]=2[N:2]1[CH3:1], predict the reactants needed to synthesize it. The reactants are: [CH3:1][N:2]1[C:10]2[C@@:9]3([CH3:14])[C:11]([CH3:13])([CH3:12])[C@H:6]([CH2:7][CH2:8]3)[C:5]=2[C:4](=[O:15])[NH:3]1.Br[C:17]1[CH:22]=[CH:21][CH:20]=[CH:19][N:18]=1.N1C=CC=CC=1C(O)=O.C(=O)(O)[O-].[K+]. (4) Given the product [Cl:1][C:2]1[C:6]([NH:18][C:21](=[O:30])[O:44][C:41]([CH3:43])([CH3:42])[CH3:40])=[CH:5][N:4]([C:10]2[CH:11]=[N:12][CH:13]=[CH:14][CH:15]=2)[N:3]=1, predict the reactants needed to synthesize it. The reactants are: [Cl:1][C:2]1[C:6](C(O)=O)=[CH:5][N:4]([C:10]2[CH:11]=[N:12][CH:13]=[CH:14][CH:15]=2)[N:3]=1.C([N:18]([CH2:21]C)CC)C.C1(P(N=[N+]=[N-])(C2C=CC=CC=2)=[O:30])C=CC=CC=1.[CH3:40][C:41]([OH:44])([CH3:43])[CH3:42]. (5) The reactants are: [SH:1][C:2]1[CH:7]=[CH:6][C:5]([B:8]([OH:10])[OH:9])=[CH:4][CH:3]=1.[O:11]1[CH:16]=[CH:15][CH2:14][CH2:13][CH2:12]1.C1(C)C=CC(S([O-])(=O)=O)=CC=1.[NH+]1C=CC=CC=1. Given the product [O:11]1[CH2:16][CH2:15][CH2:14][CH2:13][CH:12]1[S:1][C:2]1[CH:7]=[CH:6][C:5]([B:8]([OH:10])[OH:9])=[CH:4][CH:3]=1, predict the reactants needed to synthesize it. (6) Given the product [S:27]1[C:10]2[CH2:1][N:2]([CH2:11][CH2:12][CH2:13][CH2:14][O:15][C:16]3[N:25]=[C:24]4[C:19]([CH2:20][CH2:21][C:22](=[O:26])[NH:23]4)=[CH:18][CH:17]=3)[CH2:3][CH2:4][C:5]=2[CH:6]=[CH:7]1, predict the reactants needed to synthesize it. The reactants are: [CH2:1]1[C:10]2[C:5](=[CH:6][CH:7]=CC=2)[CH2:4][CH2:3][N:2]1[CH2:11][CH2:12][CH2:13][CH2:14][O:15][C:16]1[N:25]=[C:24]2[C:19]([CH2:20][CH2:21][C:22](=[O:26])[NH:23]2)=[CH:18][CH:17]=1.[S:27]1C2CNCCC=2C=C1.